From a dataset of Reaction yield outcomes from USPTO patents with 853,638 reactions. Predict the reaction yield, written as a fraction of the theoretical maximum amount of product (1.0 means a 100% yield; for example, 0.34 means a 34% yield). The reactants are [Br:1][C:2]1[CH:3]=[CH:4][C:5]([F:11])=[C:6]([CH:10]=1)[C:7](O)=[O:8].C(Cl)(=O)C([Cl:15])=O.CN(C=O)C. The catalyst is ClCCl. The product is [Br:1][C:2]1[CH:3]=[CH:4][C:5]([F:11])=[C:6]([CH:10]=1)[C:7]([Cl:15])=[O:8]. The yield is 1.00.